From a dataset of NCI-60 drug combinations with 297,098 pairs across 59 cell lines. Regression. Given two drug SMILES strings and cell line genomic features, predict the synergy score measuring deviation from expected non-interaction effect. (1) Drug 1: CC1=C2C(C(=O)C3(C(CC4C(C3C(C(C2(C)C)(CC1OC(=O)C(C(C5=CC=CC=C5)NC(=O)OC(C)(C)C)O)O)OC(=O)C6=CC=CC=C6)(CO4)OC(=O)C)O)C)O. Drug 2: C(CC(=O)O)C(=O)CN.Cl. Cell line: COLO 205. Synergy scores: CSS=13.4, Synergy_ZIP=-11.4, Synergy_Bliss=-12.5, Synergy_Loewe=-12.1, Synergy_HSA=-9.31. (2) Drug 1: CN(C)N=NC1=C(NC=N1)C(=O)N. Drug 2: CCN(CC)CCCC(C)NC1=C2C=C(C=CC2=NC3=C1C=CC(=C3)Cl)OC. Cell line: RXF 393. Synergy scores: CSS=23.1, Synergy_ZIP=-1.77, Synergy_Bliss=2.97, Synergy_Loewe=-25.3, Synergy_HSA=3.40. (3) Drug 1: CC12CCC(CC1=CCC3C2CCC4(C3CC=C4C5=CN=CC=C5)C)O. Drug 2: COCCOC1=C(C=C2C(=C1)C(=NC=N2)NC3=CC=CC(=C3)C#C)OCCOC.Cl. Cell line: 786-0. Synergy scores: CSS=8.02, Synergy_ZIP=-4.62, Synergy_Bliss=-1.91, Synergy_Loewe=-4.74, Synergy_HSA=-1.59. (4) Drug 1: C1CCC(C1)C(CC#N)N2C=C(C=N2)C3=C4C=CNC4=NC=N3. Drug 2: C1=CC(=C2C(=C1NCCNCCO)C(=O)C3=C(C=CC(=C3C2=O)O)O)NCCNCCO. Cell line: SF-268. Synergy scores: CSS=47.2, Synergy_ZIP=4.13, Synergy_Bliss=3.77, Synergy_Loewe=-32.9, Synergy_HSA=1.06. (5) Cell line: OVCAR3. Drug 1: C1CN1C2=NC(=NC(=N2)N3CC3)N4CC4. Synergy scores: CSS=46.3, Synergy_ZIP=-4.93, Synergy_Bliss=-9.44, Synergy_Loewe=-7.45, Synergy_HSA=-4.89. Drug 2: CC1CCCC2(C(O2)CC(NC(=O)CC(C(C(=O)C(C1O)C)(C)C)O)C(=CC3=CSC(=N3)C)C)C. (6) Drug 1: CC(C)CN1C=NC2=C1C3=CC=CC=C3N=C2N. Drug 2: CC1C(C(CC(O1)OC2CC(CC3=C2C(=C4C(=C3O)C(=O)C5=C(C4=O)C(=CC=C5)OC)O)(C(=O)CO)O)N)O.Cl. Cell line: NCI-H322M. Synergy scores: CSS=26.2, Synergy_ZIP=-2.80, Synergy_Bliss=-5.44, Synergy_Loewe=-5.09, Synergy_HSA=-4.40.